Dataset: Full USPTO retrosynthesis dataset with 1.9M reactions from patents (1976-2016). Task: Predict the reactants needed to synthesize the given product. (1) Given the product [NH2:1][C:2]1[CH:3]=[C:4]([NH:5][N:1]=[C:2]2[C:8](=[O:9])[N:16]([C:10]3[CH:15]=[CH:14][CH:13]=[CH:12][CH:11]=3)[N:17]=[C:3]2[CH3:4])[CH:6]=[CH:7][C:8]=1[OH:9], predict the reactants needed to synthesize it. The reactants are: [NH2:1][C:2]1[CH:3]=[C:4]([CH:6]=[CH:7][C:8]=1[OH:9])[NH2:5].[C:10]1([NH:16][NH2:17])[CH:15]=[CH:14][CH:13]=[CH:12][CH:11]=1. (2) Given the product [Cl:1][C:2]1[CH:28]=[CH:27][C:5]([CH2:6][N:7]2[C:12](=[N:33][C:32]3[CH:34]=[CH:35][C:36]([O:37][CH:38]([CH3:39])[CH3:40])=[C:30]([F:29])[CH:31]=3)[NH:11][C:10](=[O:16])[N:9]([CH2:17][C:18]3[C:19](=[O:25])[N:20]([CH3:24])[CH:21]=[CH:22][CH:23]=3)[C:8]2=[O:26])=[CH:4][CH:3]=1, predict the reactants needed to synthesize it. The reactants are: [Cl:1][C:2]1[CH:28]=[CH:27][C:5]([CH2:6][N:7]2[C:12](SCC)=[N:11][C:10](=[O:16])[N:9]([CH2:17][C:18]3[C:19](=[O:25])[N:20]([CH3:24])[CH:21]=[CH:22][CH:23]=3)[C:8]2=[O:26])=[CH:4][CH:3]=1.[F:29][C:30]1[CH:31]=[C:32]([CH:34]=[CH:35][C:36]=1[O:37][CH:38]([CH3:40])[CH3:39])[NH2:33].C(O)(=O)C. (3) Given the product [C:21]([O:25][C:26](=[O:27])[N:8]([C:9]1[CH:10]=[CH:11][C:12]([CH:15]=[O:16])=[CH:13][N:14]=1)[CH2:7][C:6]1[CH:17]=[CH:18][C:3]([C:2]([F:1])([F:19])[F:20])=[CH:4][CH:5]=1)([CH3:24])([CH3:23])[CH3:22], predict the reactants needed to synthesize it. The reactants are: [F:1][C:2]([F:20])([F:19])[C:3]1[CH:18]=[CH:17][C:6]([CH2:7][NH:8][C:9]2[N:14]=[CH:13][C:12]([CH:15]=[O:16])=[CH:11][CH:10]=2)=[CH:5][CH:4]=1.[C:21]([O:25][C:26](O[C:26]([O:25][C:21]([CH3:24])([CH3:23])[CH3:22])=[O:27])=[O:27])([CH3:24])([CH3:23])[CH3:22].C(N(CC)C(C)C)(C)C.C(N(CC)C1C=CN=CC=1)C. (4) Given the product [F:18][C:11]1[CH:12]=[C:13]([O:16][CH3:17])[CH:14]=[CH:15][C:10]=1[N:9]=[C:7]=[O:8], predict the reactants needed to synthesize it. The reactants are: N/C(/C#N)=C(\N[C:7]([NH:9][C:10]1[CH:15]=[CH:14][C:13]([O:16][CH3:17])=[CH:12][C:11]=1[F:18])=[O:8])/C#N.FC1C=C(OC)C=CC=1N.C(Cl)(=O)OC(Cl)(Cl)Cl.CCOC(C)=O. (5) Given the product [CH2:1]([NH:3][C:4]([C:6]1[CH:11]=[N:10][C:9]([CH2:12][C:13]2[CH:30]=[CH:29][C:16]3[CH2:17][CH2:18][NH:19][CH2:20][CH2:21][C:15]=3[CH:14]=2)=[CH:8][N:7]=1)=[O:5])[CH3:2], predict the reactants needed to synthesize it. The reactants are: [CH2:1]([NH:3][C:4]([C:6]1[N:7]=[CH:8][C:9]([CH2:12][C:13]2[CH:30]=[CH:29][C:16]3[CH2:17][CH2:18][N:19](C(OC(C)(C)C)=O)[CH2:20][CH2:21][C:15]=3[CH:14]=2)=[N:10][CH:11]=1)=[O:5])[CH3:2].FC(F)(F)C(O)=O.